Binary Classification. Given a drug SMILES string, predict its activity (active/inactive) in a high-throughput screening assay against a specified biological target. From a dataset of HIV replication inhibition screening data with 41,000+ compounds from the AIDS Antiviral Screen. (1) The compound is CCN(CC)CC.O=C(O)C(F)(OC(F)(F)C(F)(F)C(F)(F)F)C(F)(F)F. The result is 0 (inactive). (2) The molecule is O=C(CC(=O)c1cccnc1)NC(=O)c1ccccc1. The result is 0 (inactive). (3) The molecule is CC(Oc1ccc(Oc2cnc3ccc(Cl)cc3n2)cc1)C(=O)O. The result is 0 (inactive). (4) The molecule is O=C(NCc1ccc2ccc3cccnc3c2n1)c1ccc[n+](Cc2ccccc2)c1.[Br-]. The result is 0 (inactive). (5) The compound is O=C(NC(=Cc1cc(Cl)ccc1Cl)c1nc2c(O)nc(S)nc2[nH]1)c1ccccc1. The result is 0 (inactive). (6) The compound is C[N+](C)(C)CC1CCCCC1=NO.[I-]. The result is 0 (inactive). (7) The drug is O=C1OC(c2ccccc2)(c2ccccc2)c2sccc21. The result is 0 (inactive).